This data is from Forward reaction prediction with 1.9M reactions from USPTO patents (1976-2016). The task is: Predict the product of the given reaction. Given the reactants [OH:1][CH2:2][C:3]1[CH:4]=[C:5]([OH:9])[CH:6]=[CH:7][CH:8]=1.[Cl:10][C:11]1[CH:12]=[C:13]([N+:18]([O-:20])=[O:19])[CH:14]=[CH:15][C:16]=1F.C(=O)([O-])[O-].[K+].[K+], predict the reaction product. The product is: [Cl:10][C:11]1[CH:12]=[C:13]([N+:18]([O-:20])=[O:19])[CH:14]=[CH:15][C:16]=1[O:9][C:5]1[CH:4]=[C:3]([CH2:2][OH:1])[CH:8]=[CH:7][CH:6]=1.